From a dataset of Reaction yield outcomes from USPTO patents with 853,638 reactions. Predict the reaction yield, written as a fraction of the theoretical maximum amount of product (1.0 means a 100% yield; for example, 0.34 means a 34% yield). (1) The reactants are [OH:1][C:2]1[CH:29]=[CH:28][C:5]([C:6]([NH:8][C:9]2[CH:14]=[CH:13][C:12]([CH:15]3[O:20][CH2:19][CH2:18][N:17](C(OC(C)(C)C)=O)[CH2:16]3)=[CH:11][CH:10]=2)=[O:7])=[CH:4][CH:3]=1.[ClH:30].O1CCOCC1. The catalyst is C1COCC1.C(OCC)(=O)C. The product is [ClH:30].[OH:1][C:2]1[CH:29]=[CH:28][C:5]([C:6]([NH:8][C:9]2[CH:10]=[CH:11][C:12]([CH:15]3[O:20][CH2:19][CH2:18][NH:17][CH2:16]3)=[CH:13][CH:14]=2)=[O:7])=[CH:4][CH:3]=1. The yield is 0.940. (2) The reactants are [F:1][C:2]1[CH:7]=[CH:6][C:5]([CH:8]([C:13]2[CH:18]=[CH:17][C:16]([Br:19])=[CH:15][CH:14]=2)[CH2:9]C(O)=O)=[CH:4][CH:3]=1.C([N:22](CC)CC)C.Cl[C:28]([O:30][CH2:31][CH3:32])=[O:29].[N-]=[N+]=[N-].[Na+].[CH2:37](O)[C:38]1C=C[CH:41]=[CH:40][CH:39]=1.C(=O)(O)[O-].[Na+]. The catalyst is CC(C)=O.O.C1(C)C=CC=CC=1.C(OCC)(=O)C.C(OCC)C. The product is [CH2:31]([O:30][C:28](=[O:29])[NH:22][CH2:9][CH:8]([C:13]1[CH:14]=[CH:15][C:16]([Br:19])=[CH:17][CH:18]=1)[C:5]1[CH:4]=[CH:3][C:2]([F:1])=[CH:7][CH:6]=1)[C:32]1[CH:41]=[CH:40][CH:39]=[CH:38][CH:37]=1. The yield is 0.450. (3) The reactants are NC1N=CN=C2N(CC3OC(=O)C4C(C=3C3C=CC=CC=3)=CC=CC=4)N=C(I)C=12.[F:30][C:31]1[CH:32]=[C:33]([C:39]2[C:47]3[C:42](=[N:43][CH:44]=[N:45][C:46]=3[NH2:48])[NH:41][N:40]=2)[CH:34]=[C:35]([O:37][CH3:38])[CH:36]=1.Br[CH:50]([C:52]1[O:53][C:54](=[O:77])[C:55]2[C:60]([C:61]=1[C:62]#[C:63][CH2:64][N:65]([CH3:76])[C:66](=[O:75])[O:67][CH2:68][C:69]1[CH:74]=[CH:73][CH:72]=[CH:71][CH:70]=1)=[CH:59][CH:58]=[CH:57][CH:56]=2)[CH3:51]. No catalyst specified. The product is [NH2:48][C:46]1[N:45]=[CH:44][N:43]=[C:42]2[N:41]([CH:50]([C:52]3[O:53][C:54](=[O:77])[C:55]4[C:60]([C:61]=3[C:62]#[C:63][CH2:64][N:65]([CH3:76])[C:66](=[O:75])[O:67][CH2:68][C:69]3[CH:70]=[CH:71][CH:72]=[CH:73][CH:74]=3)=[CH:59][CH:58]=[CH:57][CH:56]=4)[CH3:51])[N:40]=[C:39]([C:33]3[CH:34]=[C:35]([O:37][CH3:38])[CH:36]=[C:31]([F:30])[CH:32]=3)[C:47]=12. The yield is 0.342. (4) The reactants are [CH2:1]([N:3]1[CH:7]=[C:6]([NH2:8])[CH:5]=[N:4]1)[CH3:2].Br[C:10]1[C:11](=[O:18])[N:12]([CH3:17])[CH:13]=[C:14]([Br:16])[N:15]=1.C([O-])(=O)C. The catalyst is C(O)(C)C. The product is [Br:16][C:14]1[N:15]=[C:10]([NH:8][C:6]2[CH:5]=[N:4][N:3]([CH2:1][CH3:2])[CH:7]=2)[C:11](=[O:18])[N:12]([CH3:17])[CH:13]=1. The yield is 0.600. (5) The reactants are [Cl:1][C:2]1[CH:3]=[C:4]([C:9]2([C:28]([F:31])([F:30])[F:29])[O:13][N:12]=[C:11]([C:14]3[CH:19]=[CH:18][C:17](/[CH:20]=[N:21]/[O:22][CH2:23][C:24](O)=[O:25])=[C:16]([CH3:27])[CH:15]=3)[CH2:10]2)[CH:5]=[C:6]([Cl:8])[CH:7]=1.Cl.CN(C)CCCN=C=NCC.[F:44][C:45]([F:49])([F:48])[CH2:46][NH2:47]. The catalyst is C(Cl)Cl. The product is [Cl:1][C:2]1[CH:3]=[C:4]([C:9]2([C:28]([F:31])([F:29])[F:30])[O:13][N:12]=[C:11]([C:14]3[CH:19]=[CH:18][C:17](/[CH:20]=[N:21]/[O:22][CH2:23][C:24]([NH:47][CH2:46][C:45]([F:49])([F:48])[F:44])=[O:25])=[C:16]([CH3:27])[CH:15]=3)[CH2:10]2)[CH:5]=[C:6]([Cl:8])[CH:7]=1. The yield is 0.430. (6) The reactants are C[O:2][C:3]1[CH:8]=[CH:7][C:6]([N:9]2[CH2:14][CH2:13][N:12]([C:15]3[CH:20]=[CH:19][C:18]([N:21]4[C:25](=[O:26])[N:24]([CH2:27][CH2:28][CH2:29][CH2:30][CH2:31][CH2:32][C:33]5[CH:38]=[CH:37][CH:36]=[CH:35][CH:34]=5)[N:23]=[CH:22]4)=[CH:17][CH:16]=3)[CH2:11][CH2:10]2)=[CH:5][CH:4]=1. The catalyst is Br. The product is [OH:2][C:3]1[CH:8]=[CH:7][C:6]([N:9]2[CH2:10][CH2:11][N:12]([C:15]3[CH:16]=[CH:17][C:18]([N:21]4[C:25](=[O:26])[N:24]([CH2:27][CH2:28][CH2:29][CH2:30][CH2:31][CH2:32][C:33]5[CH:34]=[CH:35][CH:36]=[CH:37][CH:38]=5)[N:23]=[CH:22]4)=[CH:19][CH:20]=3)[CH2:13][CH2:14]2)=[CH:5][CH:4]=1. The yield is 0.730.